Predict the reaction yield, written as a fraction of the theoretical maximum amount of product (1.0 means a 100% yield; for example, 0.34 means a 34% yield). From a dataset of Reaction yield outcomes from USPTO patents with 853,638 reactions. (1) The reactants are Br[CH:2]([C:4]1[N:13]([CH3:14])[C:12](=[O:15])[C:11]2[C:6](=[CH:7][CH:8]=[C:9]([S:16]([CH3:19])(=[O:18])=[O:17])[CH:10]=2)[N:5]=1)[CH3:3].[CH3:20][O:21][C:22]1[CH:27]=[CH:26][C:25]([S:28]([N:31]2[CH2:36][CH2:35][NH:34][CH2:33][CH2:32]2)(=[O:30])=[O:29])=[CH:24][CH:23]=1. The catalyst is C(#N)C. The product is [CH3:19][S:16]([C:9]1[CH:10]=[C:11]2[C:6](=[CH:7][CH:8]=1)[N:5]=[C:4]([CH:2]([N:34]1[CH2:33][CH2:32][N:31]([S:28]([C:25]3[CH:24]=[CH:23][C:22]([O:21][CH3:20])=[CH:27][CH:26]=3)(=[O:30])=[O:29])[CH2:36][CH2:35]1)[CH3:3])[N:13]([CH3:14])[C:12]2=[O:15])(=[O:18])=[O:17]. The yield is 0.552. (2) The reactants are Br[CH:2](Br)[CH2:3][C:4]12[CH2:14][C:8]3([CH3:15])[CH2:9][C:10]([CH3:13])([CH2:12][C:6]([C:16]45[CH2:26][C:20]6([CH3:27])[CH2:21][C:22]([CH3:25])([CH2:24][C:18]([CH2:28][CH:29](Br)Br)([CH2:19]6)[CH2:17]4)[CH2:23]5)([CH2:7]3)[CH2:5]1)[CH2:11]2.CC(C)([O-])C.[K+]. The catalyst is O. The product is [C:3]([C:4]12[CH2:11][C:10]3([CH3:13])[CH2:9][C:8]([CH3:15])([CH2:7][C:6]([C:16]45[CH2:26][C:20]6([CH3:27])[CH2:21][C:22]([CH3:25])([CH2:24][C:18]([C:28]#[CH:29])([CH2:19]6)[CH2:17]4)[CH2:23]5)([CH2:12]3)[CH2:5]1)[CH2:14]2)#[CH:2]. The yield is 0.925.